From a dataset of Forward reaction prediction with 1.9M reactions from USPTO patents (1976-2016). Predict the product of the given reaction. (1) Given the reactants [I-:1].[Na+].Br[C:4]1[CH:5]=[C:6]2[C:11](=[CH:12][CH:13]=1)[N:10]=[CH:9][CH:8]=[CH:7]2, predict the reaction product. The product is: [I:1][C:4]1[CH:5]=[C:6]2[C:11](=[CH:12][CH:13]=1)[N:10]=[CH:9][CH:8]=[CH:7]2. (2) The product is: [F:15][C:16]1[CH:17]=[C:18]([C:31]2[CH:36]=[C:35]([F:37])[CH:34]=[CH:33][C:32]=2[O:38][C@@H:40]([CH3:42])[C:39]([O:44][C:45]([CH3:48])([CH3:47])[CH3:46])=[O:43])[CH:19]=[CH:20][C:21]=1[S:22]([C:25]1[CH:26]=[CH:27][CH:28]=[CH:29][CH:30]=1)(=[O:24])=[O:23]. Given the reactants N(C(OC(C)C)=O)=NC(OC(C)C)=O.[F:15][C:16]1[CH:17]=[C:18]([C:31]2[C:32]([OH:38])=[CH:33][CH:34]=[C:35]([F:37])[CH:36]=2)[CH:19]=[CH:20][C:21]=1[S:22]([C:25]1[CH:30]=[CH:29][CH:28]=[CH:27][CH:26]=1)(=[O:24])=[O:23].[C:39]([O:44][C:45]([CH3:48])([CH3:47])[CH3:46])(=[O:43])[C@@H:40]([CH3:42])O.C1(P(C2C=CC=CC=2)C2C=CC=CC=2)C=CC=CC=1, predict the reaction product. (3) Given the reactants FC(F)(F)S(O[C:7]1[CH:15]=[CH:14][CH:13]=[C:12]2[C:8]=1[C:9]1[CH:19]=[C:18]([Cl:20])[CH:17]=[N:16][C:10]=1[NH:11]2)(=O)=O.[C:23]([C:26]1[CH:27]=[C:28](B(O)O)[CH:29]=[CH:30][CH:31]=1)(=[O:25])[CH3:24].C(=O)([O-])[O-].[Na+].[Na+].Cl, predict the reaction product. The product is: [Cl:20][C:18]1[CH:17]=[N:16][C:10]2[NH:11][C:12]3[C:8]([C:9]=2[CH:19]=1)=[C:7]([C:30]1[CH:31]=[C:26]([C:23](=[O:25])[CH3:24])[CH:27]=[CH:28][CH:29]=1)[CH:15]=[CH:14][CH:13]=3. (4) The product is: [CH2:28]([C:32]1[CH:39]=[CH:38][C:35]([CH2:8][C:10]2[C:19]3[C:14](=[CH:15][CH:16]=[CH:17][CH:18]=3)[CH:13]=[CH:12][N:11]=2)=[CH:34][CH:33]=1)[CH2:29][CH2:30][CH3:31]. Given the reactants CN(C)C=O.[H-].[Na+].[C:8]([CH:10]1[C:19]2[C:14](=[CH:15][CH:16]=[CH:17][CH:18]=2)[CH:13]=[CH:12][N:11]1C(=O)C1C=CC=CC=1)#N.[CH2:28]([C:32]1[CH:39]=[CH:38][C:35](CCl)=[CH:34][CH:33]=1)[CH2:29][CH2:30][CH3:31], predict the reaction product. (5) The product is: [P:3]([O-:7])([O-:6])([O-:5])=[O:4].[Ca+2:8].[P:3]([O-:7])([O-:6])([O-:5])=[O:4].[Ca+2:8].[Ca+2:8]. Given the reactants O.O.[P:3]([O-:7])([O-:6])([O-:5])=[O:4].[Ca+2:8].[Ca+2].[OH-].[Al+3].[OH-].[OH-], predict the reaction product.